From a dataset of Forward reaction prediction with 1.9M reactions from USPTO patents (1976-2016). Predict the product of the given reaction. (1) Given the reactants Cl[C:2]1[N:7]=[N:6][C:5]([C:8]([NH2:10])=[O:9])=[C:4]([NH:11][C:12]2[CH:17]=[CH:16][C:15]([O:18][CH3:19])=[C:14]([CH2:20][CH2:21][CH3:22])[N:13]=2)[CH:3]=1.[NH2:23][C@@H:24]1[CH2:29][CH2:28][CH2:27][CH2:26][C@@H:25]1[NH:30][C:31](=[O:37])[O:32][C:33]([CH3:36])([CH3:35])[CH3:34], predict the reaction product. The product is: [C:8]([C:5]1[N:6]=[N:7][C:2]([NH:23][C@@H:24]2[CH2:29][CH2:28][CH2:27][CH2:26][C@@H:25]2[NH:30][C:31](=[O:37])[O:32][C:33]([CH3:35])([CH3:34])[CH3:36])=[CH:3][C:4]=1[NH:11][C:12]1[CH:17]=[CH:16][C:15]([O:18][CH3:19])=[C:14]([CH2:20][CH2:21][CH3:22])[N:13]=1)(=[O:9])[NH2:10]. (2) Given the reactants [C:1]1([C:7]2[CH:12]=[CH:11][C:10]([C:13]3(O)[CH2:17][CH2:16][CH2:15][CH2:14]3)=[CH:9][CH:8]=2)[CH:6]=[CH:5][CH:4]=[CH:3][CH:2]=1.C1(C)C=CC(S(O)(=O)=O)=CC=1, predict the reaction product. The product is: [C:13]1([C:10]2[CH:11]=[CH:12][C:7]([C:1]3[CH:2]=[CH:3][CH:4]=[CH:5][CH:6]=3)=[CH:8][CH:9]=2)[CH2:17][CH2:16][CH2:15][CH:14]=1. (3) Given the reactants [CH:1]1([NH:7][CH2:8][CH2:9]O)[CH2:6][CH2:5][CH2:4][CH2:3][CH2:2]1.O=S(Cl)[Cl:13], predict the reaction product. The product is: [CH:1]1([NH:7][CH2:8][CH2:9][Cl:13])[CH2:6][CH2:5][CH2:4][CH2:3][CH2:2]1. (4) The product is: [CH:1]1([O:6][CH2:7][CH2:8][O:9][C:40]2[CH:41]=[CH:42][C:37]([O:36][CH2:29][C:30]3[CH:35]=[CH:34][CH:33]=[CH:32][CH:31]=3)=[CH:38][CH:39]=2)[CH2:5][CH2:4][CH2:3][CH2:2]1. Given the reactants [CH:1]1([O:6][CH2:7][CH2:8][OH:9])[CH2:5][CH2:4][CH2:3][CH2:2]1.C1(P(C2C=CC=CC=2)C2C=CC=CC=2)C=CC=CC=1.[CH2:29]([O:36][C:37]1[CH:42]=[CH:41][C:40](O)=[CH:39][CH:38]=1)[C:30]1[CH:35]=[CH:34][CH:33]=[CH:32][CH:31]=1.N(C(OC(C)(C)C)=O)=NC(OC(C)(C)C)=O, predict the reaction product. (5) Given the reactants [C:9](O[C:9]([O:11][C:12]([CH3:15])([CH3:14])[CH3:13])=[O:10])([O:11][C:12]([CH3:15])([CH3:14])[CH3:13])=[O:10].[NH:16]1[CH2:20][CH2:19][CH2:18][C@H:17]1[CH2:21][OH:22].C(N(CC)CC)C, predict the reaction product. The product is: [C:9]([N:16]1[CH2:20][CH2:19][CH2:18][C@H:17]1[CH2:21][OH:22])([O:11][C:12]([CH3:13])([CH3:14])[CH3:15])=[O:10]. (6) Given the reactants [Cl:1][C:2]1[CH:27]=[CH:26][CH:25]=[C:24]([Cl:28])[C:3]=1[CH2:4][C:5]1[N:9]([CH2:10][C:11]2[CH:19]=[CH:18][C:14]([C:15]([OH:17])=O)=[CH:13][CH:12]=2)[C:8]2[CH:20]=[CH:21][CH:22]=[CH:23][C:7]=2[N:6]=1.F[P-](F)(F)(F)(F)F.N1(O[P+](N(C)C)(N(C)C)N(C)C)C2C=CC=CC=2N=N1.CCN(C(C)C)C(C)C.C[N:66]1[CH2:71][CH2:70][N:69]([CH2:72][CH2:73][CH2:74][NH2:75])[CH2:68][CH2:67]1, predict the reaction product. The product is: [Cl:28][C:24]1[CH:25]=[CH:26][CH:27]=[C:2]([Cl:1])[C:3]=1[CH2:4][C:5]1[N:9]([CH2:10][C:11]2[CH:12]=[CH:13][C:14]([C:15]([NH:75][CH2:74][CH2:73][CH2:72][N:69]3[CH2:70][CH2:71][NH:66][CH2:67][CH2:68]3)=[O:17])=[CH:18][CH:19]=2)[C:8]2[CH:20]=[CH:21][CH:22]=[CH:23][C:7]=2[N:6]=1.